This data is from Catalyst prediction with 721,799 reactions and 888 catalyst types from USPTO. The task is: Predict which catalyst facilitates the given reaction. (1) Reactant: [NH2:1][C:2]1[CH:3]=[C:4]2[C:8](=[CH:9][CH:10]=1)[C:7](=[O:11])[CH2:6][CH2:5]2.[CH2:12]([C:15]1[CH:23]=[CH:22][C:18]([C:19](Cl)=[O:20])=[CH:17][CH:16]=1)[CH2:13][CH3:14].C(N(CC)CC)C. Product: [O:11]=[C:7]1[C:8]2[C:4](=[CH:3][C:2]([NH:1][C:19](=[O:20])[C:18]3[CH:22]=[CH:23][C:15]([CH2:12][CH2:13][CH3:14])=[CH:16][CH:17]=3)=[CH:10][CH:9]=2)[CH2:5][CH2:6]1. The catalyst class is: 1. (2) Reactant: CC(C)([O-])C.[K+].[CH3:7][C:8]1[CH:13]=[CH:12][CH:11]=[C:10]([CH3:14])[C:9]=1[N+:15]([O-:17])=[O:16].[C:18](=[O:20])=[O:19].C(=O)(O)[O-].[Na+]. Product: [CH3:14][C:10]1[C:9]([N+:15]([O-:17])=[O:16])=[C:8]([CH2:7][C:18]([OH:20])=[O:19])[CH:13]=[CH:12][CH:11]=1. The catalyst class is: 387. (3) Reactant: [O:1]=[C:2]1[NH:8][C:7]2[CH:9]=[C:10]([NH:13][C:14]([NH:16]C3C=CC=CC=3)=[O:15])[CH:11]=[CH:12][C:6]=2[N:5]=[C:4]([C:23]2[CH:28]=[CH:27][CH:26]=[C:25](B3OC(C)(C)C(C)(C)O3)[CH:24]=2)[CH2:3]1.[C:38]1([CH3:44])[CH:43]=[CH:42][CH:41]=[CH:40][CH:39]=1.Br[C:46]1[CH:51]=[C:50]([CH3:52])[N:49]=[C:48]([CH3:53])[CH:47]=1.[F-].[Cs+]. Product: [CH2:44]([NH:16][C:14]([NH:13][C:10]1[CH:11]=[CH:12][C:6]2[N:5]=[C:4]([C:23]3[CH:28]=[CH:27][CH:26]=[C:25]([C:46]4[CH:51]=[C:50]([CH3:52])[N:49]=[C:48]([CH3:53])[CH:47]=4)[CH:24]=3)[CH2:3][C:2](=[O:1])[NH:8][C:7]=2[CH:9]=1)=[O:15])[C:38]1[CH:43]=[CH:42][CH:41]=[CH:40][CH:39]=1. The catalyst class is: 450. (4) Reactant: [NH2:1][C:2]1[S:3][C:4]([C:8]([OH:10])=O)=[C:5]([CH3:7])[N:6]=1.ON1C2C=CC=CC=2N=N1.CCN=C=NCCCN(C)C.[CH:32]1([CH2:38][NH2:39])[CH2:37][CH2:36][CH2:35][CH2:34][CH2:33]1.C(=O)(O)[O-].[Na+]. Product: [CH:32]1([CH2:38][NH:39][C:8]([C:4]2[S:3][C:2]([NH2:1])=[N:6][C:5]=2[CH3:7])=[O:10])[CH2:37][CH2:36][CH2:35][CH2:34][CH2:33]1. The catalyst class is: 3. (5) Reactant: [NH:1]1[CH2:5][CH2:4][CH2:3][CH:2]1[CH:6]1[CH2:10][CH2:9][CH2:8][NH:7]1.C(=O)([O-])[O-].[K+].[K+].F[C:18]1[CH:23]=[CH:22][C:21]([N+:24]([O-:26])=[O:25])=[CH:20][CH:19]=1. Product: [N+:24]([C:21]1[CH:22]=[CH:23][C:18]([N:1]2[CH2:5][CH2:4][CH2:3][CH:2]2[CH:6]2[CH2:10][CH2:9][CH2:8][N:7]2[C:18]2[CH:23]=[CH:22][C:21]([N+:24]([O-:26])=[O:25])=[CH:20][CH:19]=2)=[CH:19][CH:20]=1)([O-:26])=[O:25]. The catalyst class is: 6. (6) Reactant: [NH2:1][C:2]1[CH:6]2[N:7]([CH3:23])[C:8](=[O:22])[C:9]([C:11]3[CH:12]=[C:13]([CH:18]=[CH:19][C:20]=3[CH3:21])[C:14]([NH:16][CH3:17])=[O:15])=[CH:10][CH:5]2[NH:4][N:3]=1.[CH:24](=O)[CH2:25][CH2:26][CH2:27][CH:28]=O.C(O[BH-](OC(=O)C)OC(=O)C)(=O)C.[Na+].C(O)(=O)C. The catalyst class is: 7. Product: [CH3:21][C:20]1[CH:19]=[CH:18][C:13]([C:14]([NH:16][CH3:17])=[O:15])=[CH:12][C:11]=1[C:9]1[C:8](=[O:22])[N:7]([CH3:23])[CH:6]2[C:2]([N:1]3[CH2:28][CH2:27][CH2:26][CH2:25][CH2:24]3)=[N:3][NH:4][CH:5]2[CH:10]=1.